Predict the product of the given reaction. From a dataset of Forward reaction prediction with 1.9M reactions from USPTO patents (1976-2016). (1) Given the reactants [CH:1]([S:4]([C:7]1[CH:8]=[C:9]([NH2:21])[C:10]([NH:13][CH2:14][CH:15]2[CH2:20][CH2:19][O:18][CH2:17][CH2:16]2)=[CH:11][CH:12]=1)(=[O:6])=[O:5])([CH3:3])[CH3:2].[C:22](Cl)(=O)[C:23]([CH3:26])([CH3:25])[CH3:24], predict the reaction product. The product is: [C:23]([C:26]1[N:13]([CH2:14][CH:15]2[CH2:20][CH2:19][O:18][CH2:17][CH2:16]2)[C:10]2[CH:11]=[CH:12][C:7]([S:4]([CH:1]([CH3:3])[CH3:2])(=[O:5])=[O:6])=[CH:8][C:9]=2[N:21]=1)([CH3:25])([CH3:24])[CH3:22]. (2) Given the reactants [NH2:1][C:2]12[CH2:10][CH2:9][CH:6]([CH2:7][CH2:8]1)[CH2:5][N:4]1[C:11](=[O:27])[C:12]([OH:26])=[C:13]([C:15]([NH:17][CH2:18][C:19]3[CH:24]=[CH:23][C:22]([F:25])=[CH:21][CH:20]=3)=[O:16])[N:14]=[C:3]21.[F:28][CH2:29][CH2:30][N:31]([CH3:37])[C:32](=[O:36])[C:33](O)=[O:34].C(N(C(C)C)CC)(C)C.F[P-](F)(F)(F)(F)F.N1(OC(N(C)C)=[N+](C)C)C2N=CC=CC=2N=N1, predict the reaction product. The product is: [F:25][C:22]1[CH:21]=[CH:20][C:19]([CH2:18][NH:17][C:15]([C:13]2[N:14]=[C:3]3[C:2]4([NH:1][C:33](=[O:34])[C:32]([N:31]([CH2:30][CH2:29][F:28])[CH3:37])=[O:36])[CH2:8][CH2:7][CH:6]([CH2:9][CH2:10]4)[CH2:5][N:4]3[C:11](=[O:27])[C:12]=2[OH:26])=[O:16])=[CH:24][CH:23]=1. (3) Given the reactants [CH:1]1([OH:7])[CH2:6][CH2:5][CH2:4][CH2:3][CH2:2]1.N1C=CC=CC=1.[C:14](Cl)(=[O:19])[O:15][CH:16]([Cl:18])[CH3:17].O, predict the reaction product. The product is: [C:14](=[O:19])([O:7][CH:1]1[CH2:6][CH2:5][CH2:4][CH2:3][CH2:2]1)[O:15][CH:16]([Cl:18])[CH3:17].